From a dataset of Forward reaction prediction with 1.9M reactions from USPTO patents (1976-2016). Predict the product of the given reaction. (1) The product is: [OH:4][C:5]1[CH:10]=[C:9]([OH:11])[CH:8]=[CH:7][C:6]=1[C:15]1[CH2:19][CH2:18][C:17](=[O:20])[CH:16]=1. Given the reactants COC[O:4][C:5]1[CH:10]=[C:9]([O:11]COC)[CH:8]=[CH:7][C:6]=1[C:15]1[CH2:19][CH2:18][C:17](=[O:20])[CH:16]=1, predict the reaction product. (2) Given the reactants [Cl-].[Cl-].[Cl-].[Al+3].[F:5][C:6]1[CH:12]=[CH:11][C:9]([NH2:10])=[CH:8][CH:7]=1.[F:13][C:14]([F:40])([C:20]1[N:25]=[C:24]([O:26]C(OC(C)(C)C)=O)[CH:23]=[C:22]([N:34]2[CH2:39][CH2:38][O:37][CH2:36][CH2:35]2)[N:21]=1)[C:15](OCC)=[O:16].P([O-])(O)(O)=O.[K+], predict the reaction product. The product is: [F:40][C:14]([F:13])([C:20]1[NH:25][C:24](=[O:26])[CH:23]=[C:22]([N:34]2[CH2:39][CH2:38][O:37][CH2:36][CH2:35]2)[N:21]=1)[C:15]([NH:10][C:9]1[CH:11]=[CH:12][C:6]([F:5])=[CH:7][CH:8]=1)=[O:16].